This data is from Tyrosyl-DNA phosphodiesterase HTS with 341,365 compounds. The task is: Binary Classification. Given a drug SMILES string, predict its activity (active/inactive) in a high-throughput screening assay against a specified biological target. (1) The drug is Clc1ccc(C2CCC(CC2)C2=C(O)c3c(C(=O)C2=O)cccc3)cc1. The result is 0 (inactive). (2) The molecule is s1c(NC(=O)C=2OCCOC2)nnc1SCC=C. The result is 0 (inactive). (3) The compound is O1C(C2OC(=O)C(C3c4c(C(OC(C2OC(=O)c2cc(O)c(O)c(O)c2)C1OC(=O)c1cc(O)c(O)c(O)c1)=O)cc(O)c(O)c4OC(=O)C3O)CC(O)=O)COC(=O)c1cc(O)c(O)c(O)c1. The result is 0 (inactive). (4) The compound is o1c2c(c3CCCCc3c1=O)ccc(OC(C(=O)NCCN1CCOCC1)C)c2. The result is 0 (inactive).